From a dataset of NCI-60 drug combinations with 297,098 pairs across 59 cell lines. Regression. Given two drug SMILES strings and cell line genomic features, predict the synergy score measuring deviation from expected non-interaction effect. (1) Drug 1: C1CCC(C1)C(CC#N)N2C=C(C=N2)C3=C4C=CNC4=NC=N3. Drug 2: C(CN)CNCCSP(=O)(O)O. Cell line: SR. Synergy scores: CSS=49.5, Synergy_ZIP=5.29, Synergy_Bliss=6.30, Synergy_Loewe=-12.4, Synergy_HSA=4.31. (2) Drug 1: CC1C(C(CC(O1)OC2CC(CC3=C2C(=C4C(=C3O)C(=O)C5=C(C4=O)C(=CC=C5)OC)O)(C(=O)CO)O)N)O.Cl. Drug 2: C1=CC(=C2C(=C1NCCNCCO)C(=O)C3=C(C=CC(=C3C2=O)O)O)NCCNCCO. Cell line: SK-MEL-28. Synergy scores: CSS=25.1, Synergy_ZIP=2.20, Synergy_Bliss=1.93, Synergy_Loewe=-5.23, Synergy_HSA=1.91. (3) Drug 1: CCC1=CC2CC(C3=C(CN(C2)C1)C4=CC=CC=C4N3)(C5=C(C=C6C(=C5)C78CCN9C7C(C=CC9)(C(C(C8N6C)(C(=O)OC)O)OC(=O)C)CC)OC)C(=O)OC.C(C(C(=O)O)O)(C(=O)O)O. Drug 2: CCCCC(=O)OCC(=O)C1(CC(C2=C(C1)C(=C3C(=C2O)C(=O)C4=C(C3=O)C=CC=C4OC)O)OC5CC(C(C(O5)C)O)NC(=O)C(F)(F)F)O. Cell line: A498. Synergy scores: CSS=25.3, Synergy_ZIP=-9.19, Synergy_Bliss=0.392, Synergy_Loewe=2.19, Synergy_HSA=2.24. (4) Drug 1: C1=CC=C(C(=C1)C(C2=CC=C(C=C2)Cl)C(Cl)Cl)Cl. Drug 2: C1=NC2=C(N1)C(=S)N=CN2. Cell line: MOLT-4. Synergy scores: CSS=66.4, Synergy_ZIP=2.43, Synergy_Bliss=2.26, Synergy_Loewe=-44.7, Synergy_HSA=-0.489.